Dataset: Full USPTO retrosynthesis dataset with 1.9M reactions from patents (1976-2016). Task: Predict the reactants needed to synthesize the given product. Given the product [CH2:10]([N:17]1[CH2:21][CH2:20][N:19]([C:2]2[CH:7]=[CH:6][CH:5]=[C:4]([Br:8])[C:3]=2[CH3:9])[C:18]1=[O:22])[C:11]1[CH:12]=[CH:13][CH:14]=[CH:15][CH:16]=1, predict the reactants needed to synthesize it. The reactants are: Br[C:2]1[CH:7]=[CH:6][CH:5]=[C:4]([Br:8])[C:3]=1[CH3:9].[CH2:10]([N:17]1[CH2:21][CH2:20][NH:19][C:18]1=[O:22])[C:11]1[CH:16]=[CH:15][CH:14]=[CH:13][CH:12]=1.N[C@@H]1CCCC[C@H]1N.P([O-])([O-])([O-])=O.[K+].[K+].[K+].